From a dataset of Catalyst prediction with 721,799 reactions and 888 catalyst types from USPTO. Predict which catalyst facilitates the given reaction. (1) Reactant: C(Cl)(=O)C(Cl)=O.[C:7]1([C:13](=[O:17])[C:14]([OH:16])=O)[CH:12]=[CH:11][CH:10]=[CH:9][CH:8]=1.[CH2:18]([NH2:21])[C:19]#[CH:20].C(N(CC)CC)C. Product: [O:17]=[C:13]([C:7]1[CH:8]=[CH:9][CH:10]=[CH:11][CH:12]=1)[C:14]([NH:21][CH2:18][C:19]#[CH:20])=[O:16]. The catalyst class is: 735. (2) Reactant: C[O:2][C:3](=[O:39])[CH2:4][CH2:5][C@H:6]([C@@H:8]1[C@:25]2([CH3:26])[C@H:11]([C@H:12]3[C@H:22]([CH2:23][C@@H:24]2[OH:27])[C@:20]2([CH3:21])[C@@H:15]([CH2:16][C@@H:17]([NH:28][C:29](=[O:37])[CH2:30][CH2:31][CH2:32][CH2:33][CH2:34][CH2:35][CH3:36])[CH2:18][CH2:19]2)[CH2:14][C@H:13]3[OH:38])[CH2:10][CH2:9]1)[CH3:7].[OH-].[Na+]. Product: [C:29]([NH:28][C@H:17]1[CH2:18][CH2:19][C@@:20]2([CH3:21])[C@H:15]([CH2:14][C@@H:13]([OH:38])[C@@H:12]3[C@@H:22]2[CH2:23][C@H:24]([OH:27])[C@@:25]2([CH3:26])[C@H:11]3[CH2:10][CH2:9][C@@H:8]2[C@H:6]([CH3:7])[CH2:5][CH2:4][C:3]([OH:39])=[O:2])[CH2:16]1)(=[O:37])[CH2:30][CH2:31][CH2:32][CH2:33][CH2:34][CH2:35][CH3:36]. The catalyst class is: 5. (3) Reactant: [H-].[Na+].[CH:3]1([C:9](=[O:17])[CH2:10]P(=O)(OC)OC)[CH2:8][CH2:7][CH2:6][CH2:5][CH2:4]1.[F:18][C:19]1[N:24]=[C:23]([CH:25]=O)[C:22]([C:27]2[N:28]=[CH:29][N:30]([C:32]([C:45]3[CH:50]=[CH:49][CH:48]=[CH:47][CH:46]=3)([C:39]3[CH:44]=[CH:43][CH:42]=[CH:41][CH:40]=3)[C:33]3[CH:38]=[CH:37][CH:36]=[CH:35][CH:34]=3)[CH:31]=2)=[CH:21][CH:20]=1. Product: [CH:3]1([C:9](=[O:17])[CH:10]=[CH:25][C:23]2[C:22]([C:27]3[N:28]=[CH:29][N:30]([C:32]([C:39]4[CH:40]=[CH:41][CH:42]=[CH:43][CH:44]=4)([C:33]4[CH:34]=[CH:35][CH:36]=[CH:37][CH:38]=4)[C:45]4[CH:50]=[CH:49][CH:48]=[CH:47][CH:46]=4)[CH:31]=3)=[CH:21][CH:20]=[C:19]([F:18])[N:24]=2)[CH2:8][CH2:7][CH2:6][CH2:5][CH2:4]1. The catalyst class is: 1. (4) Reactant: [OH-].[Na+].[S:3]=[C:4]1[NH:8][C@H:7]2[CH2:9][S:10][C@@H:11]([CH2:12][CH2:13][CH2:14][CH2:15][C:16]([O:18]C)=[O:17])[C@H:6]2[NH:5]1.Cl. Product: [S:3]=[C:4]1[NH:8][C@H:7]2[CH2:9][S:10][C@@H:11]([CH2:12][CH2:13][CH2:14][CH2:15][C:16]([OH:18])=[O:17])[C@H:6]2[NH:5]1. The catalyst class is: 1. (5) Reactant: [C:1](Cl)(=O)C.[CH3:5][C:6]1[C:7]2[CH:17]=[CH:16][CH:15]=[CH:14][C:8]=2[O:9][C:10]=1[C:11]([OH:13])=[O:12]. Product: [CH3:1][O:12][C:11]([C:10]1[O:9][C:8]2[CH:14]=[CH:15][CH:16]=[CH:17][C:7]=2[C:6]=1[CH3:5])=[O:13]. The catalyst class is: 5. (6) The catalyst class is: 15. Product: [CH:1]1([N:4]2[C:8]([C:9]([O:11][CH2:12][CH3:13])=[O:10])=[C:7]([C:14]([O:16][CH2:17][CH3:18])=[O:15])[N:6]=[CH:5]2)[CH2:2][CH2:3]1. Reactant: [CH:1]1([N:4]2[C:8]([C:9]([O:11][CH2:12][CH3:13])=[O:10])=[C:7]([C:14]([O:16][CH2:17][CH3:18])=[O:15])[NH:6][C:5]2=S)[CH2:3][CH2:2]1.OO. (7) Reactant: [OH:1][C:2]1[CH:3]=[C:4]([C:10]2[O:11][CH:12]=[C:13]([CH2:15][CH2:16][C:17]([C:19]3[CH:24]=[CH:23][CH:22]=[CH:21][N:20]=3)=[O:18])[N:14]=2)[CH:5]=[CH:6][C:7]=1[O:8][CH3:9].N12CCCN=[C:31]1[CH2:30][CH2:29][CH2:28][CH2:27]C2.BrCC1CCC1.O. Product: [CH:28]1([CH2:27][O:1][C:2]2[CH:3]=[C:4]([C:10]3[O:11][CH:12]=[C:13]([CH2:15][CH2:16][C:17]([C:19]4[CH:24]=[CH:23][CH:22]=[CH:21][N:20]=4)=[O:18])[N:14]=3)[CH:5]=[CH:6][C:7]=2[O:8][CH3:9])[CH2:29][CH2:30][CH2:31]1. The catalyst class is: 8. (8) Reactant: [CH3:1][O:2][C:3](=[O:52])[C:4]1[CH:9]=[CH:8][C:7]([NH:10][C:11]([C@H:13]2[C@H:17]([C:18]3[CH:23]=[CH:22][CH:21]=[C:20]([Cl:24])[C:19]=3[F:25])[C@:16]([C:28]3[CH:33]=[CH:32][C:31]([Cl:34])=[CH:30][C:29]=3[F:35])([C:26]#[N:27])[C@H:15]([CH2:36][C:37]([CH3:40])([CH3:39])[CH3:38])[N:14]2[CH2:41][CH:42]2[CH2:44][CH:43]2[C:45]([O:47][CH2:48]C)=[O:46])=[O:12])=[C:6]([O:50][CH3:51])[CH:5]=1.[Li+].[OH-]. Product: [CH3:1][O:2][C:3](=[O:52])[C:4]1[CH:9]=[CH:8][C:7]([NH:10][C:11]([C@H:13]2[C@H:17]([C:18]3[CH:23]=[CH:22][CH:21]=[C:20]([Cl:24])[C:19]=3[F:25])[C@:16]([C:28]3[CH:33]=[CH:32][C:31]([Cl:34])=[CH:30][C:29]=3[F:35])([C:26]#[N:27])[C@H:15]([CH2:36][C:37]([CH3:40])([CH3:39])[CH3:38])[N:14]2[CH2:41][C@H:42]2[CH2:44][C@@H:43]2[C:45]([O:47][CH3:48])=[O:46])=[O:12])=[C:6]([O:50][CH3:51])[CH:5]=1. The catalyst class is: 36.